The task is: Predict the product of the given reaction.. This data is from Forward reaction prediction with 1.9M reactions from USPTO patents (1976-2016). Given the reactants Cl[CH2:2][C:3]([N:5]1[CH2:10][CH2:9][CH:8]([C:11]2[CH:16]=[CH:15][C:14]([O:17][C:18]3[CH:23]=[CH:22][CH:21]=[CH:20][CH:19]=3)=[CH:13][CH:12]=2)[CH2:7][CH2:6]1)=[O:4].O(C1C=CC(C2CCNCC2)=CC=1)C1C=CC=CC=1.ClCC(Cl)=O.[N+:48]([C:51]1[CH:56]=[CH:55][C:54]([NH:57][C@H:58]2[CH2:63][CH2:62][C@H:61]([OH:64])[CH2:60][CH2:59]2)=[CH:53][C:52]=1[C:65]([F:68])([F:67])[F:66])([O-:50])=[O:49], predict the reaction product. The product is: [N+:48]([C:51]1[CH:56]=[CH:55][C:54]([NH:57][C@H:58]2[CH2:63][CH2:62][C@H:61]([O:64][CH2:2][C:3]([N:5]3[CH2:10][CH2:9][CH:8]([C:11]4[CH:16]=[CH:15][C:14]([O:17][C:18]5[CH:23]=[CH:22][CH:21]=[CH:20][CH:19]=5)=[CH:13][CH:12]=4)[CH2:7][CH2:6]3)=[O:4])[CH2:60][CH2:59]2)=[CH:53][C:52]=1[C:65]([F:66])([F:67])[F:68])([O-:50])=[O:49].